From a dataset of Forward reaction prediction with 1.9M reactions from USPTO patents (1976-2016). Predict the product of the given reaction. (1) The product is: [NH2:11][C:9]1[N:8]=[CH:7][N:6]=[C:5]2[N:4]([CH:12]([C:14]3[CH:15]=[C:16]4[N:21]([C:22]=3[C:23]3[CH:28]=[CH:27][CH:26]=[CH:25][N:24]=3)[CH:20]=[CH:19][CH:18]=[CH:17]4)[CH3:13])[N:3]=[C:2]([C:37]3[CH:38]=[C:33]([S:29]([NH2:30])(=[O:32])=[O:31])[CH:34]=[CH:35][CH:36]=3)[C:10]=12. Given the reactants I[C:2]1[C:10]2[C:5](=[N:6][CH:7]=[N:8][C:9]=2[NH2:11])[N:4]([CH:12]([C:14]2[CH:15]=[C:16]3[N:21]([C:22]=2[C:23]2[CH:28]=[CH:27][CH:26]=[CH:25][N:24]=2)[CH:20]=[CH:19][CH:18]=[CH:17]3)[CH3:13])[N:3]=1.[S:29]([C:33]1[CH:34]=[C:35](B(O)O)[CH:36]=[CH:37][CH:38]=1)(=[O:32])(=[O:31])[NH2:30].CCO.C([O-])([O-])=O.[Na+].[Na+], predict the reaction product. (2) The product is: [CH3:13][C@@H:11]1[CH2:12][NH:8][CH2:9][C@H:10]1[C:14]1[NH:15][C:16](=[O:29])[C:17]2[CH:22]=[N:21][N:20]([CH:23]3[CH2:28][CH2:27][O:26][CH2:25][CH2:24]3)[C:18]=2[N:19]=1. Given the reactants C([N:8]1[CH2:12][C@@H:11]([CH3:13])[C@H:10]([C:14]2[NH:15][C:16](=[O:29])[C:17]3[CH:22]=[N:21][N:20]([CH:23]4[CH2:28][CH2:27][O:26][CH2:25][CH2:24]4)[C:18]=3[N:19]=2)[CH2:9]1)C1C=CC=CC=1.Cl, predict the reaction product. (3) Given the reactants [CH3:1][CH2:2][O:3][C:4]([C:6]1[NH:7][C:8]2[C:13]([CH:14]=1)=[CH:12][C:11]([C:15]([OH:17])=O)=[CH:10][CH:9]=2)=[O:5].F[B-](F)(F)F.N1(OC(N(C)C)=[N+](C)C)C2C=CC=CC=2N=N1.[N:40]1([CH:46]2[CH2:51][CH2:50][NH:49][CH2:48][CH2:47]2)[CH2:45][CH2:44][CH2:43][CH2:42][CH2:41]1.C(N(CC)C(C)C)(C)C, predict the reaction product. The product is: [CH2:2]([O:3][C:4]([C:6]1[NH:7][C:8]2[C:13]([CH:14]=1)=[CH:12][C:11]([C:15]([N:49]1[CH2:50][CH2:51][CH:46]([N:40]3[CH2:45][CH2:44][CH2:43][CH2:42][CH2:41]3)[CH2:47][CH2:48]1)=[O:17])=[CH:10][CH:9]=2)=[O:5])[CH3:1].